Dataset: Catalyst prediction with 721,799 reactions and 888 catalyst types from USPTO. Task: Predict which catalyst facilitates the given reaction. Reactant: [N:1]([CH2:4][CH:5]([OH:23])[CH2:6][N:7]1[C:13]2[CH:14]=[CH:15][CH:16]=[CH:17][C:12]=2[CH2:11][CH2:10][C:9]2[CH:18]=[CH:19][C:20]([Cl:22])=[CH:21][C:8]1=2)=[N+]=[N-].C1C=CC(P(C2C=CC=CC=2)C2C=CC=CC=2)=CC=1. Product: [NH2:1][CH2:4][CH:5]([OH:23])[CH2:6][N:7]1[C:13]2[CH:14]=[CH:15][CH:16]=[CH:17][C:12]=2[CH2:11][CH2:10][C:9]2[CH:18]=[CH:19][C:20]([Cl:22])=[CH:21][C:8]1=2. The catalyst class is: 20.